Task: Predict the reactants needed to synthesize the given product.. Dataset: Full USPTO retrosynthesis dataset with 1.9M reactions from patents (1976-2016) (1) Given the product [Cl:33][C:34]1[CH:35]=[C:36]([CH:64]=[CH:65][CH:66]=1)[C:37]([NH:39][C:40]1[CH:45]=[CH:44][C:43]([C:46]2[CH:54]=[C:53]3[C:49]([CH2:50][N:51]([C@@H:56]([CH:61]([CH3:63])[CH3:62])[C:57]([OH:59])=[O:58])[C:52]3=[O:55])=[CH:48][CH:47]=2)=[CH:42][CH:41]=1)=[O:38], predict the reactants needed to synthesize it. The reactants are: C(NC1C=CC(C2C=C3C(CN([C@@H](C(C)C)C(O)=O)C3=O)=CC=2)=CC=1)(=O)C1C=CC=CC=1.[Cl:33][C:34]1[CH:35]=[C:36]([CH:64]=[CH:65][CH:66]=1)[C:37]([NH:39][C:40]1[CH:45]=[CH:44][C:43]([C:46]2[CH:54]=[C:53]3[C:49]([CH2:50][N:51]([C@@H:56]([CH:61]([CH3:63])[CH3:62])[C:57]([O:59]C)=[O:58])[C:52]3=[O:55])=[CH:48][CH:47]=2)=[CH:42][CH:41]=1)=[O:38]. (2) Given the product [CH3:47][C:48]1[CH:80]=[CH:79][CH:78]=[C:77]([CH3:81])[C:49]=1[O:50][C:51]1[N:59]([C:60]2[CH:65]=[CH:64][CH:63]=[CH:62][CH:61]=2)[C:58]2[C:53](=[N:54][CH:55]=[C:56]([O:66][CH2:67][CH3:68])[CH:57]=2)[C:52]=1[C:69]([N:71]1[CH2:72][CH2:73][NH:74][CH2:75][CH2:76]1)=[O:70], predict the reactants needed to synthesize it. The reactants are: C(OC(N1CCN(C(C2C3=NC=C(OCC)C=C3N(C3C=CC=CC=3)C=2Cl)=O)CC1)=O)(C)(C)C.CC1C=CC=C(C)C=1O.Cl.Cl.Cl.[CH3:47][C:48]1[CH:80]=[CH:79][CH:78]=[C:77]([CH3:81])[C:49]=1[O:50][C:51]1[N:59]([C:60]2[CH:65]=[CH:64][CH:63]=[CH:62][CH:61]=2)[C:58]2[C:53](=[N:54][CH:55]=[C:56]([O:66][CH2:67][CH3:68])[CH:57]=2)[C:52]=1[C:69]([N:71]1[CH2:76][CH2:75][NH:74][CH2:73][CH2:72]1)=[O:70].